This data is from NCI-60 drug combinations with 297,098 pairs across 59 cell lines. The task is: Regression. Given two drug SMILES strings and cell line genomic features, predict the synergy score measuring deviation from expected non-interaction effect. (1) Drug 1: CC1=C(C=C(C=C1)C(=O)NC2=CC(=CC(=C2)C(F)(F)F)N3C=C(N=C3)C)NC4=NC=CC(=N4)C5=CN=CC=C5. Drug 2: CCN(CC)CCNC(=O)C1=C(NC(=C1C)C=C2C3=C(C=CC(=C3)F)NC2=O)C. Cell line: U251. Synergy scores: CSS=-6.24, Synergy_ZIP=8.79, Synergy_Bliss=10.5, Synergy_Loewe=-1.09, Synergy_HSA=-2.71. (2) Drug 1: COC1=NC(=NC2=C1N=CN2C3C(C(C(O3)CO)O)O)N. Drug 2: CN(C(=O)NC(C=O)C(C(C(CO)O)O)O)N=O. Cell line: K-562. Synergy scores: CSS=-2.07, Synergy_ZIP=-0.726, Synergy_Bliss=2.13, Synergy_Loewe=-9.24, Synergy_HSA=-4.46. (3) Drug 1: CC1C(C(=O)NC(C(=O)N2CCCC2C(=O)N(CC(=O)N(C(C(=O)O1)C(C)C)C)C)C(C)C)NC(=O)C3=C4C(=C(C=C3)C)OC5=C(C(=O)C(=C(C5=N4)C(=O)NC6C(OC(=O)C(N(C(=O)CN(C(=O)C7CCCN7C(=O)C(NC6=O)C(C)C)C)C)C(C)C)C)N)C. Drug 2: CCC1=C2CN3C(=CC4=C(C3=O)COC(=O)C4(CC)O)C2=NC5=C1C=C(C=C5)O. Cell line: IGROV1. Synergy scores: CSS=18.8, Synergy_ZIP=-0.195, Synergy_Bliss=5.40, Synergy_Loewe=-18.8, Synergy_HSA=4.62. (4) Drug 1: CCC1(CC2CC(C3=C(CCN(C2)C1)C4=CC=CC=C4N3)(C5=C(C=C6C(=C5)C78CCN9C7C(C=CC9)(C(C(C8N6C=O)(C(=O)OC)O)OC(=O)C)CC)OC)C(=O)OC)O.OS(=O)(=O)O. Drug 2: CCN(CC)CCNC(=O)C1=C(NC(=C1C)C=C2C3=C(C=CC(=C3)F)NC2=O)C. Cell line: SR. Synergy scores: CSS=74.2, Synergy_ZIP=2.73, Synergy_Bliss=-7.62, Synergy_Loewe=-13.2, Synergy_HSA=-3.46. (5) Drug 2: C1=C(C(=O)NC(=O)N1)F. Drug 1: C1CN1C2=NC(=NC(=N2)N3CC3)N4CC4. Synergy scores: CSS=54.3, Synergy_ZIP=-6.87, Synergy_Bliss=-5.60, Synergy_Loewe=-1.07, Synergy_HSA=1.26. Cell line: HCT-15. (6) Drug 1: C1CCN(CC1)CCOC2=CC=C(C=C2)C(=O)C3=C(SC4=C3C=CC(=C4)O)C5=CC=C(C=C5)O. Drug 2: CC1=C(C(CCC1)(C)C)C=CC(=CC=CC(=CC(=O)O)C)C. Cell line: HT29. Synergy scores: CSS=2.89, Synergy_ZIP=0.161, Synergy_Bliss=-3.28, Synergy_Loewe=-4.74, Synergy_HSA=-7.16. (7) Drug 1: CN1CCC(CC1)COC2=C(C=C3C(=C2)N=CN=C3NC4=C(C=C(C=C4)Br)F)OC. Drug 2: CC1=CC=C(C=C1)C2=CC(=NN2C3=CC=C(C=C3)S(=O)(=O)N)C(F)(F)F. Cell line: SNB-75. Synergy scores: CSS=11.6, Synergy_ZIP=-0.652, Synergy_Bliss=3.75, Synergy_Loewe=-0.119, Synergy_HSA=3.39. (8) Drug 1: CC1=C2C(C(=O)C3(C(CC4C(C3C(C(C2(C)C)(CC1OC(=O)C(C(C5=CC=CC=C5)NC(=O)OC(C)(C)C)O)O)OC(=O)C6=CC=CC=C6)(CO4)OC(=O)C)OC)C)OC. Drug 2: B(C(CC(C)C)NC(=O)C(CC1=CC=CC=C1)NC(=O)C2=NC=CN=C2)(O)O. Cell line: K-562. Synergy scores: CSS=31.1, Synergy_ZIP=5.03, Synergy_Bliss=-0.0463, Synergy_Loewe=-9.94, Synergy_HSA=-0.0204. (9) Drug 1: C1=CC(=CC=C1CC(C(=O)O)N)N(CCCl)CCCl.Cl. Drug 2: CC(C1=C(C=CC(=C1Cl)F)Cl)OC2=C(N=CC(=C2)C3=CN(N=C3)C4CCNCC4)N. Cell line: SN12C. Synergy scores: CSS=12.2, Synergy_ZIP=-4.74, Synergy_Bliss=2.22, Synergy_Loewe=1.45, Synergy_HSA=2.03.